Dataset: Full USPTO retrosynthesis dataset with 1.9M reactions from patents (1976-2016). Task: Predict the reactants needed to synthesize the given product. (1) The reactants are: [Br:1][C:2]1[CH:10]=[CH:9][C:5]([C:6](Cl)=[O:7])=[CH:4][CH:3]=1.[NH:11]1[CH2:16][CH2:15][O:14][CH2:13][CH2:12]1.CCN(C(C)C)C(C)C.O. Given the product [Br:1][C:2]1[CH:10]=[CH:9][C:5]([C:6]([N:11]2[CH2:16][CH2:15][O:14][CH2:13][CH2:12]2)=[O:7])=[CH:4][CH:3]=1, predict the reactants needed to synthesize it. (2) Given the product [OH:25][C:6]1[CH:7]=[C:8]2[C:21](=[CH:22][CH:23]=1)[CH2:20][C@:10]1([C:18]3[C:13](=[N:14][CH:15]=[CH:16][CH:17]=3)[NH:12][C:11]1=[O:19])[CH2:9]2, predict the reactants needed to synthesize it. The reactants are: N([O-])=O.[Na+].N[C:6]1[CH:7]=[C:8]2[C:21](=[CH:22][CH:23]=1)[CH2:20][C@:10]1([C:18]3[C:13](=[N:14][CH:15]=[CH:16][CH:17]=3)[NH:12][C:11]1=[O:19])[CH2:9]2.[NH4+].[OH-:25]. (3) Given the product [C:15]([O:19][C:20]([N:22]1[CH2:27][CH2:26][CH:25]([C:28](=[O:29])[C:5]2[CH:6]=[CH:7][CH:8]=[CH:9][C:4]=2[O:3][C:2]([F:14])([F:13])[F:1])[CH2:24][CH2:23]1)=[O:21])([CH3:18])([CH3:17])[CH3:16], predict the reactants needed to synthesize it. The reactants are: [F:1][C:2]([F:14])([F:13])[O:3][C:4]1[CH:9]=[CH:8][CH:7]=[CH:6][C:5]=1B(O)O.[C:15]([O:19][C:20]([N:22]1[CH2:27][CH2:26][CH:25]([C:28](SC2C=CC=CC=2C)=[O:29])[CH2:24][CH2:23]1)=[O:21])([CH3:18])([CH3:17])[CH3:16]. (4) Given the product [C:5]1([C:21]2[CH:26]=[CH:25][CH:24]=[CH:23][CH:22]=2)[CH:4]=[CH:3][CH:2]=[C:1]([C:7]2[NH:8][C:9]3[CH:10]=[CH:11][CH:12]=[C:13]4[C:19](=[O:20])[NH:18][CH2:17][CH2:16][C:15]=2[C:14]=34)[CH:6]=1, predict the reactants needed to synthesize it. The reactants are: [C:1]1([C:7]2[NH:8][C:9]3[CH:10]=[CH:11][CH:12]=[C:13]4[C:19](=[O:20])[NH:18][CH2:17][CH2:16][C:15]=2[C:14]=34)[CH:6]=[CH:5][CH:4]=[CH:3][CH:2]=1.[C:21]1([C:21]2[CH:26]=[CH:25][CH:24]=[CH:23][CH:22]=2)[CH:26]=[CH:25][CH:24]=[C:23](B(O)O)[CH:22]=1. (5) Given the product [Cl:17][C:14]1[CH:15]=[CH:16][C:11]([CH:8]2[CH2:9][CH2:10][N:5]([C:3](=[O:4])[CH:2]([N:35]3[N:36]=[N:37][C:33]([C:27]4[CH:32]=[CH:31][CH:30]=[CH:29][CH:28]=4)=[N:34]3)[CH:18]([CH3:20])[CH3:19])[CH2:6][CH2:7]2)=[CH:12][CH:13]=1, predict the reactants needed to synthesize it. The reactants are: Br[CH:2]([CH:18]([CH3:20])[CH3:19])[C:3]([N:5]1[CH2:10][CH2:9][CH:8]([C:11]2[CH:16]=[CH:15][C:14]([Cl:17])=[CH:13][CH:12]=2)[CH2:7][CH2:6]1)=[O:4].C([O-])([O-])=O.[K+].[K+].[C:27]1([C:33]2[N:34]=[N:35][NH:36][N:37]=2)[CH:32]=[CH:31][CH:30]=[CH:29][CH:28]=1. (6) Given the product [CH:20]1([C:24]2[O:6][N:5]=[C:4]([C:3]3[C:2]([Cl:1])=[CH:10][CH:9]=[CH:8][C:7]=3[Cl:11])[C:25]=2[C:26]([O:28][CH2:29][CH3:30])=[O:27])[CH2:21][CH2:22][CH2:23]1, predict the reactants needed to synthesize it. The reactants are: [Cl:1][C:2]1[CH:10]=[CH:9][CH:8]=[C:7]([Cl:11])[C:3]=1[CH:4]=[N:5][OH:6].ClN1C(=O)CCC1=O.[CH:20]1([C:24](=O)[CH2:25][C:26]([O:28][CH2:29][CH3:30])=[O:27])[CH2:23][CH2:22][CH2:21]1.[O-]CC.[Na+].C(O)C. (7) Given the product [I:27][C:1]1[CH:6]=[CH:5][C:4]([C:7]([O:9][CH2:10][CH2:11][CH2:12][CH3:13])=[O:8])=[CH:3][CH:2]=1, predict the reactants needed to synthesize it. The reactants are: [C:1]1([C:1]2[CH:6]=[CH:5][C:4]([C:7]([O:9][CH2:10][CH2:11][CH2:12][CH3:13])=[O:8])=[CH:3][CH:2]=2)[CH:6]=[CH:5][C:4]([C:7]([O:9][CH2:10][CH2:11][CH2:12][CH3:13])=[O:8])=[CH:3][CH:2]=1.[I:27]C1C=CC(C(O)=O)=CC=1.C(O)CCC.C1(C)C=CC(S(O)(=O)=O)=CC=1. (8) Given the product [CH3:18][C:2]1([CH3:1])[C:6]([CH3:7])([CH3:8])[O:5][B:4]([C:9]2[CH:10]=[CH:11][C:12]([C:13]([NH:25][CH:22]3[CH2:23][CH2:24][O:19][CH2:20][CH2:21]3)=[O:15])=[CH:16][CH:17]=2)[O:3]1, predict the reactants needed to synthesize it. The reactants are: [CH3:1][C:2]1([CH3:18])[C:6]([CH3:8])([CH3:7])[O:5][B:4]([C:9]2[CH:17]=[CH:16][C:12]([C:13]([OH:15])=O)=[CH:11][CH:10]=2)[O:3]1.[O:19]1[CH2:24][CH2:23][CH:22]([NH2:25])[CH2:21][CH2:20]1.C(N(CC)CC)C.O. (9) Given the product [Br-:8].[CH3:11][P+:12]([CH3:14])([CH3:13])[CH2:7][C:6]1[CH:9]=[CH:10][C:3]([CH:1]=[CH2:2])=[CH:4][CH:5]=1, predict the reactants needed to synthesize it. The reactants are: [CH:1]([C:3]1[CH:10]=[CH:9][C:6]([CH2:7][Br:8])=[CH:5][CH:4]=1)=[CH2:2].[CH3:11][P:12]([CH3:14])[CH3:13]. (10) Given the product [F:19][C:20]1[CH:21]=[C:22]([N+:28]([O-:30])=[O:29])[CH:23]=[C:24]([F:27])[C:25]=1[N:3]1[CH:7]=[CH:6][C:5]([NH:8][C:16]([C:15]2[CH:14]=[CH:13][CH:12]=[CH:11][C:10]=2[C:9]([OH:18])=[O:31])=[O:17])=[N:4]1, predict the reactants needed to synthesize it. The reactants are: [H-].[Na+].[NH:3]1[CH:7]=[CH:6][C:5]([N:8]2[C:16](=[O:17])[C:15]3[C:10](=[CH:11][CH:12]=[CH:13][CH:14]=3)[C:9]2=[O:18])=[N:4]1.[F:19][C:20]1[CH:21]=[C:22]([N+:28]([O-:30])=[O:29])[CH:23]=[C:24]([F:27])[C:25]=1F.[OH2:31].